This data is from Catalyst prediction with 721,799 reactions and 888 catalyst types from USPTO. The task is: Predict which catalyst facilitates the given reaction. Reactant: [CH3:1][O:2][C:3](=[O:32])[C@@H:4]([NH:24]C(OC(C)(C)C)=O)[CH2:5][C:6]1[CH:11]=[CH:10][C:9]([NH:12][C:13](=[O:23])[C:14]2[C:19]([Cl:20])=[CH:18][C:17]([OH:21])=[CH:16][C:15]=2[Cl:22])=[CH:8][CH:7]=1. Product: [ClH:20].[CH3:1][O:2][C:3](=[O:32])[C@@H:4]([NH2:24])[CH2:5][C:6]1[CH:7]=[CH:8][C:9]([NH:12][C:13](=[O:23])[C:14]2[C:15]([Cl:22])=[CH:16][C:17]([OH:21])=[CH:18][C:19]=2[Cl:20])=[CH:10][CH:11]=1. The catalyst class is: 5.